From a dataset of Catalyst prediction with 721,799 reactions and 888 catalyst types from USPTO. Predict which catalyst facilitates the given reaction. (1) Product: [C:8]([C:5]1[CH:6]=[CH:7][C:2]([CH3:1])=[C:3]([CH:4]=1)[C:13]#[N:14])(=[O:9])[CH3:10]. The catalyst class is: 3. Reactant: [CH3:1][C:2]1[CH:7]=[CH:6][C:5]([C:8]([CH3:10])=[O:9])=[CH:4][C:3]=1Br.[Cu][C:13]#[N:14]. (2) Reactant: [CH3:1][N:2]1[CH2:10][C:9]2[C:4](=[C:5]([N+:22]([O-])=O)[CH:6]=[CH:7][C:8]=2[C:11]2[CH2:16][CH2:15][CH:14]([C:17]([O:19][CH2:20][CH3:21])=[O:18])[CH2:13][CH:12]=2)[C:3]1=[O:25].CCO. Product: [NH2:22][C:5]1[CH:6]=[CH:7][C:8]([C@H:11]2[CH2:12][CH2:13][C@H:14]([C:17]([O:19][CH2:20][CH3:21])=[O:18])[CH2:15][CH2:16]2)=[C:9]2[C:4]=1[C:3](=[O:25])[N:2]([CH3:1])[CH2:10]2. The catalyst class is: 45. (3) Reactant: Cl[S:2]([C:5]1[CH:13]=[CH:12][C:8]([C:9]([OH:11])=[O:10])=[CH:7][CH:6]=1)(=[O:4])=[O:3].[CH2:14]([NH2:20])[C:15]1[O:19][CH:18]=[CH:17][CH:16]=1.S(Cl)(Cl)(=O)=O. Product: [O:19]1[CH:18]=[CH:17][CH:16]=[C:15]1[CH2:14][NH:20][S:2]([C:5]1[CH:13]=[CH:12][C:8]([C:9]([OH:11])=[O:10])=[CH:7][CH:6]=1)(=[O:4])=[O:3]. The catalyst class is: 21. (4) Reactant: [I:1][C:2]1[CH:3]=[C:4]2[C:8](=[CH:9][CH:10]=1)[NH:7][C:6](=[O:11])[C:5]2=O.[N:13]1([C:18]2[N:19]=[N:20][N:21]([CH2:23][C:24]([NH:26][NH2:27])=[O:25])[N:22]=2)[CH2:17][CH2:16][CH2:15][CH2:14]1. Product: [I:1][C:2]1[CH:3]=[C:4]2[C:8](=[CH:9][CH:10]=1)[NH:7][C:6](=[O:11])[C:5]2=[N:27][NH:26][C:24](=[O:25])[CH2:23][N:21]1[N:20]=[N:19][C:18]([N:13]2[CH2:14][CH2:15][CH2:16][CH2:17]2)=[N:22]1. The catalyst class is: 15. (5) Reactant: [CH:1]([O:4][C:5]1[CH:9]=[C:8]([CH2:10][CH2:11][CH2:12][OH:13])[N:7]([CH2:14][C:15]2[CH:20]=[CH:19][C:18]([C:21]([F:24])([F:23])[F:22])=[CH:17][CH:16]=2)[N:6]=1)([CH3:3])[CH3:2].O[C:26]1[C:31]([O:32][CH3:33])=[CH:30][CH:29]=[CH:28][C:27]=1[CH2:34][C:35]([O:37]C)=[O:36].C(P(CCCC)CCCC)CCC.N(C(N1CCCCC1)=O)=NC(N1CCCCC1)=O. Product: [CH:1]([O:4][C:5]1[CH:9]=[C:8]([CH2:10][CH2:11][CH2:12][O:13][C:26]2[C:31]([O:32][CH3:33])=[CH:30][CH:29]=[CH:28][C:27]=2[CH2:34][C:35]([OH:37])=[O:36])[N:7]([CH2:14][C:15]2[CH:16]=[CH:17][C:18]([C:21]([F:23])([F:24])[F:22])=[CH:19][CH:20]=2)[N:6]=1)([CH3:3])[CH3:2]. The catalyst class is: 7.